From a dataset of Reaction yield outcomes from USPTO patents with 853,638 reactions. Predict the reaction yield, written as a fraction of the theoretical maximum amount of product (1.0 means a 100% yield; for example, 0.34 means a 34% yield). The reactants are [F:1][C:2]1[CH:3]=[C:4]([CH2:18]O)[CH:5]=[C:6]([O:10][CH2:11][C:12]2[CH:17]=[CH:16][CH:15]=[CH:14][CH:13]=2)[C:7]=1[O:8][CH3:9].N1C=CC=CC=1.S(Cl)([Cl:28])=O. The catalyst is ClCCl. The product is [Cl:28][CH2:18][C:4]1[CH:5]=[C:6]([O:10][CH2:11][C:12]2[CH:17]=[CH:16][CH:15]=[CH:14][CH:13]=2)[C:7]([O:8][CH3:9])=[C:2]([F:1])[CH:3]=1. The yield is 1.00.